This data is from B-cell epitopes from PDB crystal structures with 447 antigens. The task is: Token-level Classification. Given an antigen amino acid sequence, predict which amino acid positions are active epitope sites capable of antibody binding. Output is a list of indices for active positions. (1) The epitope positions are: [6, 7, 8, 33, 34, 35, 36, 38, 39, 70, 71, 72, 73, 74, 75]. The amino acids at these positions are: TLTEGIPDQLRLRGG. Given the antigen sequence: MQIFVKTLTGKTITLEVEPSDTIENVKAKIQDKEGIPPDQQRLIFAGKQLEDGRTLSDYNIQRESTLHLVLRLRGG, which amino acid positions are active epitope sites? (2) Given the antigen sequence: NMLRDLRDAFSRVKTFFQMKDQLDNLLLKESLLEDFKGYLGCQALSEMIQFYLEEVMPQAENQDPDIKAHVNSLGENLKTLRLRLRRCHRFLPCEKSKAVEQVKNAFNKLQEKGIYKAMSEFDIFINYIEAYMTMK, which amino acid positions are active epitope sites? The epitope positions are: [18, 50, 53, 54, 57, 58, 61, 62, 103, 106, 107, 108, 109, 110, 111, 112, 114, 115]. The amino acids at these positions are: MFEEPQNQKFNKLQEKIY. (3) Given the antigen sequence: VLSNCREKRKGMKWDCKKKNDNYVCIPDRRIQLCIVNLSIIKTYTKETMKDHFIEASKKESQLLLKKNDNKYNSKFCNDLKNSFLDYGHLAMGNDMDFGGYSTKAENKIQEVFKGAHHKIKNFRKKWWNEFREKLWEAMLSEHKNNINNCKNIPQEELQITQWIKEWHGEFLLERDNRSKLKECIDPCMKYRDWIIRSKFEWHTLSKEYETQKKVSLLLNNCDAEYSKYC, which amino acid positions are active epitope sites? The epitope positions are: [132, 135, 136, 139, 143, 144, 145, 146, 147, 150, 151, 152]. The amino acids at these positions are: EWELKNNINKNI. (4) Given the antigen sequence: KDAERRFDKFVEAAKNKFDKFKAALDIKEERRKDMKKLARKEAEQARRAVRNRLSELLSKINDMPITNDQKKLMSNDVLKFAAEAEKKIEALAADAEDKF, which amino acid positions are active epitope sites? The epitope positions are: [49, 52, 53, 54, 56, 57, 58, 61, 62, 63, 66, 67, 68, 69, 70, 71, 72, 73, 74, 75... (21 total positions)]. The amino acids at these positions are: VRLSLLSNDMTNDQKKLMSNL. (5) Given the antigen sequence: IIGGSSSLPGSHPWLAAIYIGDSFCAGSLVHTCWVVSAAHCFSHSPPRDSVSVVLGQHFFNRTTDVTQTFGIEKYIPYTLYSVFNPSDHDLVLIRLKKKGDRCATRSQFVQPICLPEPGSTFPAGHKCQIAGWGHSSSLREALVPLVADHKCSSPEVYGADISPNMLCAGYFDCKSDACQGDSGGPLACEKNGVAYLYGIISWGCRLHKPGVYTRVANYVDWINDRIR, which amino acid positions are active epitope sites? The epitope positions are: [41, 44, 47, 73, 74, 75, 76, 77, 78, 79, 80, 81, 82, 83, 88, 163, 164, 217, 225, 227]. The amino acids at these positions are: FSRKYIPYTLYSVFHPNNRR. (6) Given the antigen sequence: QDVLGDLPVIGKPVNGGMNFQPASSPLAHDQQWLDHFVLYIITAVTIFVCLLLLICIVRFNRRANPVPARFTHNTPIEVIWTLVPVLILVAIGAFSLPILFRSQEMPNDPDLVIKAIGHQWYWSYEYPNDGVAFDALMLEKEALADAGYSEDEYLLATDNPVVVPVGKKVLVQVTATDVIHAWTIPAFAVKQDAVPGRIAQLWFSVDQEGVYFGQCSELCGINHAYMPIVVKAVSQEKYEAWLAGAKEEFAA, which amino acid positions are active epitope sites? The epitope positions are: [24, 25, 28, 29, 32, 165, 166, 167, 204, 205, 206, 207, 208, 234, 235, 236, 237, 239]. The amino acids at these positions are: SPHDWVGKSVDQESQEKE. (7) Given the antigen sequence: TENFNMWKNNMVEQMHEDIISLWDQSLKPCVKLTGGSVITQACPKVSFEPIPIHYCAPAGFAILKCNDKKFNGTGPCTNVSTVQCTHGIRPVVSTQLLLNGSLAEEEIVIRSENFTNNAKTIIVQLNESVVINCTRPNNGDIRQAHCNLSKTQWENTLEQIAIKLKEQFGNNKTIIFNPSSGGDPEIVTHSFNCGGEFFYCNSTQLFTWNDTRNITLPCRIKQIINMWQEVGKAMYAPPIRGQIRCSSNITGLLLTRDNGTEIFRPGGGDMRDNWRSELYKYKVVKIE, which amino acid positions are active epitope sites? The epitope positions are: [30, 37, 39, 40, 140, 141, 142, 219, 221, 222, 223, 232, 234, 237]. The amino acids at these positions are: VVTQDIRRKQIKMP.